From a dataset of Full USPTO retrosynthesis dataset with 1.9M reactions from patents (1976-2016). Predict the reactants needed to synthesize the given product. (1) Given the product [NH2:24][C:22]1[CH:21]=[CH:20][C:5]([O:6][CH:7]2[CH2:12][CH2:11][N:10]([C:13]([O:15][C:16]([CH3:18])([CH3:19])[CH3:17])=[O:14])[CH2:9][CH2:8]2)=[C:4]([O:3][CH:2]([F:27])[F:1])[CH:23]=1, predict the reactants needed to synthesize it. The reactants are: [F:1][CH:2]([F:27])[O:3][C:4]1[CH:23]=[C:22]([N+:24]([O-])=O)[CH:21]=[CH:20][C:5]=1[O:6][CH:7]1[CH2:12][CH2:11][N:10]([C:13]([O:15][C:16]([CH3:19])([CH3:18])[CH3:17])=[O:14])[CH2:9][CH2:8]1. (2) Given the product [CH:1]12[CH2:7][CH:4]([CH2:5][CH2:6]1)[CH2:3][CH:2]2[CH2:8][C:9]([NH:35][C:23]1[C:24]([N:29]2[CH2:34][CH2:33][O:32][CH2:31][CH2:30]2)=[CH:25][C:26]([F:28])=[CH:27][C:22]=1[F:21])=[O:11], predict the reactants needed to synthesize it. The reactants are: [CH:1]12[CH2:7][CH:4]([CH2:5][CH2:6]1)[CH2:3][CH:2]2[CH2:8][C:9]([OH:11])=O.C(N(CC)C(C)C)(C)C.[F:21][C:22]1[CH:27]=[C:26]([F:28])[CH:25]=[C:24]([N:29]2[CH2:34][CH2:33][O:32][CH2:31][CH2:30]2)[C:23]=1[NH2:35].C(OCC)(=O)C. (3) Given the product [CH3:28][Si:29]([C:32]#[C:33][C:18]1[CH:19]=[CH:20][C:6]2[N:5]3[CH:21]=[N:22][C:23]([C:24]([O:26][CH2:34][CH3:35])=[O:25])=[C:4]3[CH2:3][N:9]=[C:8]([C:10]3[CH:15]=[CH:14][CH:13]=[CH:12][C:11]=3[F:16])[C:7]=2[CH:17]=1)([CH3:31])[CH3:30], predict the reactants needed to synthesize it. The reactants are: C([CH:3]1[N:9]=[C:8]([C:10]2[CH:15]=[CH:14][CH:13]=[CH:12][C:11]=2[F:16])[C:7]2[CH:17]=[CH:18][CH:19]=[CH:20][C:6]=2[N:5]2[C:21](Br)=[N:22][C:23]([C:24]([O-:26])=[O:25])=[C:4]12)C.[CH3:28][Si:29]([C:32]#[CH:33])([CH3:31])[CH3:30].[CH3:34][C:35]#N. (4) Given the product [F:22][CH:23]([F:26])[CH2:24][O:20][C:13]1[CH:12]=[C:11]([C:2]([F:21])([F:1])[C:3]2[CH:4]=[C:5]([CH:8]=[CH:9][CH:10]=2)[C:6]#[N:7])[CH:16]=[C:15]([N+:17]([O-:19])=[O:18])[CH:14]=1, predict the reactants needed to synthesize it. The reactants are: [F:1][C:2]([F:21])([C:11]1[CH:16]=[C:15]([N+:17]([O-:19])=[O:18])[CH:14]=[C:13]([OH:20])[CH:12]=1)[C:3]1[CH:4]=[C:5]([CH:8]=[CH:9][CH:10]=1)[C:6]#[N:7].[F:22][CH:23]([F:26])[CH2:24]O.C(C=P(CCCC)(CCCC)CCCC)#N. (5) Given the product [Cl:9][C:6]1[N:5]=[CH:4][C:3]([C:10]([N:12]2[CH2:17][CH2:16][CH:15]([C:18]3[CH:23]=[CH:22][C:21]([F:24])=[CH:20][CH:19]=3)[CH2:14][CH2:13]2)=[O:11])=[C:2]([NH:25][C:26]2[CH:31]=[CH:30][CH:29]=[CH:28][CH:27]=2)[C:7]=1[CH3:8], predict the reactants needed to synthesize it. The reactants are: Cl[C:2]1[C:7]([CH3:8])=[C:6]([Cl:9])[N:5]=[CH:4][C:3]=1[C:10]([N:12]1[CH2:17][CH2:16][CH:15]([C:18]2[CH:23]=[CH:22][C:21]([F:24])=[CH:20][CH:19]=2)[CH2:14][CH2:13]1)=[O:11].[NH2:25][C:26]1[CH:31]=[CH:30][CH:29]=[CH:28][CH:27]=1. (6) Given the product [Br:12][C:13]1[CH:21]=[CH:20][C:16]([C:17]([NH:6][C:5]2[CH:7]=[CH:8][C:2]([F:1])=[C:3]([N+:9]([O-:11])=[O:10])[CH:4]=2)=[O:18])=[CH:15][CH:14]=1, predict the reactants needed to synthesize it. The reactants are: [F:1][C:2]1[CH:8]=[CH:7][C:5]([NH2:6])=[CH:4][C:3]=1[N+:9]([O-:11])=[O:10].[Br:12][C:13]1[CH:21]=[CH:20][C:16]([C:17](Cl)=[O:18])=[CH:15][CH:14]=1.C(N(C(C)C)CC)(C)C. (7) Given the product [CH2:2]([C:4]1[N:8]([C:9]2[N:17]=[C:16]3[C:12]([N:13]=[C:14]([CH2:19][CH:20]4[CH2:21][CH2:22][N:23]([C:36](=[O:40])[C@@H:37]([OH:38])[CH3:39])[CH2:24][CH2:25]4)[N:15]3[CH3:18])=[C:11]([N:26]3[CH2:27][CH2:28][O:29][CH2:30][CH2:31]3)[N:10]=2)[C:7]2[CH:32]=[CH:33][CH:34]=[CH:35][C:6]=2[N:5]=1)[CH3:3], predict the reactants needed to synthesize it. The reactants are: Cl.[CH2:2]([C:4]1[N:8]([C:9]2[N:17]=[C:16]3[C:12]([N:13]=[C:14]([CH2:19][CH:20]4[CH2:25][CH2:24][NH:23][CH2:22][CH2:21]4)[N:15]3[CH3:18])=[C:11]([N:26]3[CH2:31][CH2:30][O:29][CH2:28][CH2:27]3)[N:10]=2)[C:7]2[CH:32]=[CH:33][CH:34]=[CH:35][C:6]=2[N:5]=1)[CH3:3].[C:36]([O-])(=[O:40])[C@H:37]([CH3:39])[OH:38].[Na+].C1C=CC2N(O)N=NC=2C=1.CN1CCOCC1.CCN=C=NCCCN(C)C.